Dataset: Catalyst prediction with 721,799 reactions and 888 catalyst types from USPTO. Task: Predict which catalyst facilitates the given reaction. Reactant: Cl[C:2]1[S:3][C:4]2[C:10]([N+:11]([O-:13])=[O:12])=[CH:9][CH:8]=[CH:7][C:5]=2[N:6]=1.[CH3:14][CH:15]([NH2:22])[C:16]1[CH:21]=[CH:20][CH:19]=[CH:18][CH:17]=1. Product: [N+:11]([C:10]1[C:4]2[S:3][C:2]([NH:22][CH:15]([C:16]3[CH:21]=[CH:20][CH:19]=[CH:18][CH:17]=3)[CH3:14])=[N:6][C:5]=2[CH:7]=[CH:8][CH:9]=1)([O-:13])=[O:12]. The catalyst class is: 264.